This data is from Full USPTO retrosynthesis dataset with 1.9M reactions from patents (1976-2016). The task is: Predict the reactants needed to synthesize the given product. Given the product [O:41]1[CH2:40][CH:39]([N:36]2[CH2:37][CH2:38][N:33]([C:30]3[CH:29]=[CH:28][C:27]([NH:26][C:24]4[N:23]=[CH:22][N:21]=[C:20]([C:17]5[CH:18]=[CH:19][C:12]([N:8]6[CH2:9][CH2:10][C:5]7([CH2:1][O:2][CH2:3][CH2:4]7)[CH2:6][CH2:7]6)=[C:13]([CH:16]=5)[C:14]#[N:15])[N:25]=4)=[CH:32][CH:31]=3)[CH2:34][CH2:35]2)[CH2:42]1, predict the reactants needed to synthesize it. The reactants are: [CH2:1]1[C:5]2([CH2:10][CH2:9][NH:8][CH2:7][CH2:6]2)[CH2:4][CH2:3][O:2]1.F[C:12]1[CH:19]=[CH:18][C:17]([C:20]2[N:25]=[C:24]([NH:26][C:27]3[CH:32]=[CH:31][C:30]([N:33]4[CH2:38][CH2:37][N:36]([CH:39]5[CH2:42][O:41][CH2:40]5)[CH2:35][CH2:34]4)=[CH:29][CH:28]=3)[N:23]=[CH:22][N:21]=2)=[CH:16][C:13]=1[C:14]#[N:15].